Dataset: TCR-epitope binding with 47,182 pairs between 192 epitopes and 23,139 TCRs. Task: Binary Classification. Given a T-cell receptor sequence (or CDR3 region) and an epitope sequence, predict whether binding occurs between them. The epitope is GILGFVFTL. The TCR CDR3 sequence is CASSQRSAGELFF. Result: 1 (the TCR binds to the epitope).